From a dataset of Forward reaction prediction with 1.9M reactions from USPTO patents (1976-2016). Predict the product of the given reaction. (1) Given the reactants [C:1]1([N:7]([C:29]2[CH:34]=[CH:33][CH:32]=[CH:31][CH:30]=2)[C:8]2[CH:13]=[CH:12][C:11]([C:14]3[CH:19]=[CH:18][C:17](B4OC(C)(C)C(C)(C)O4)=[CH:16][N:15]=3)=[CH:10][CH:9]=2)[CH:6]=[CH:5][CH:4]=[CH:3][CH:2]=1.Br[C:36]1[CH:37]=[CH:38][C:39]([C:42]2[S:43][C:44]3[CH:50]=[CH:49][CH:48]=[CH:47][C:45]=3[N:46]=2)=[N:40][CH:41]=1.C([O-])([O-])=O.[Na+].[Na+].O, predict the reaction product. The product is: [S:43]1[C:44]2[CH:50]=[CH:49][CH:48]=[CH:47][C:45]=2[N:46]=[C:42]1[C:39]1[N:40]=[CH:41][C:36]([C:17]2[CH:16]=[N:15][C:14]([C:11]3[CH:12]=[CH:13][C:8]([N:7]([C:29]4[CH:30]=[CH:31][CH:32]=[CH:33][CH:34]=4)[C:1]4[CH:6]=[CH:5][CH:4]=[CH:3][CH:2]=4)=[CH:9][CH:10]=3)=[CH:19][CH:18]=2)=[CH:37][CH:38]=1. (2) Given the reactants [C:1]1(=[O:7])[CH2:6][CH2:5][CH2:4]CC1.[N+]([O-])(O)=O.[O:12]=O.[C:14]([OH:17])(=[O:16])[CH3:15], predict the reaction product. The product is: [C:1]([OH:7])(=[O:12])[CH2:6][CH2:5][CH2:4][CH2:15][C:14]([OH:17])=[O:16]. (3) Given the reactants [OH:1][C:2]1[C:9]([OH:10])=[CH:8][CH:7]=[CH:6][C:3]=1[CH:4]=[O:5].C(=O)([O-])[O-].[K+].[K+].I[CH2:18][CH3:19].O, predict the reaction product. The product is: [CH2:18]([O:1][C:2]1[C:9]([OH:10])=[CH:8][CH:7]=[CH:6][C:3]=1[CH:4]=[O:5])[CH3:19]. (4) Given the reactants Cl[C:2]1[C:11]2[C:6](=[CH:7][C:8]([O:19][CH2:20][CH2:21][CH2:22][Cl:23])=[CH:9][C:10]=2[O:12][CH:13]2[CH2:18][CH2:17][O:16][CH2:15][CH2:14]2)[N:5]=[CH:4][N:3]=1.[NH2:24][C:25]1[C:30]([Cl:31])=[CH:29][N:28]=[C:27]2[O:32][CH2:33][O:34][C:26]=12, predict the reaction product. The product is: [Cl:31][C:30]1[C:25]([NH:24][C:2]2[C:11]3[C:6](=[CH:7][C:8]([O:19][CH2:20][CH2:21][CH2:22][Cl:23])=[CH:9][C:10]=3[O:12][CH:13]3[CH2:18][CH2:17][O:16][CH2:15][CH2:14]3)[N:5]=[CH:4][N:3]=2)=[C:26]2[O:34][CH2:33][O:32][C:27]2=[N:28][CH:29]=1. (5) Given the reactants ClC1C=CC2[C:6]3[N:7](C=C(I)N=3)CCOC=2N=1.Cl[C:18]1[CH:19]=[CH:20][C:21]2[C:22]3[N:23]([CH:29]=[C:30]([C:32]4[N:36]([CH:37]([CH3:39])[CH3:38])[N:35]=[CH:34][N:33]=4)[N:31]=3)[CH2:24][CH2:25][O:26][C:27]=2[N:28]=1.[Cl-].C[NH3+].C(N(CC)C(C)C)(C)C, predict the reaction product. The product is: [CH:37]([N:36]1[C:32]([C:30]2[N:31]=[C:22]3[C:21]4[CH:20]=[CH:19][C:18]([NH:7][CH3:6])=[N:28][C:27]=4[O:26][CH2:25][CH2:24][N:23]3[CH:29]=2)=[N:33][CH:34]=[N:35]1)([CH3:39])[CH3:38]. (6) Given the reactants C1([C@H]([N:9]2[CH2:14][CH2:13][O:12][C@@H:11]([C:15]3[CH:22]=[CH:21][C:18]([C:19]#[N:20])=[CH:17][CH:16]=3)[CH2:10]2)C)C=CC=CC=1.C(N(CC)CC)C.[C:38](O[C:38]([O:40][C:41]([CH3:44])([CH3:43])[CH3:42])=[O:39])([O:40][C:41]([CH3:44])([CH3:43])[CH3:42])=[O:39], predict the reaction product. The product is: [C:19]([C:18]1[CH:17]=[CH:16][C:15]([C@@H:11]2[O:12][CH2:13][CH2:14][N:9]([C:38]([O:40][C:41]([CH3:42])([CH3:43])[CH3:44])=[O:39])[CH2:10]2)=[CH:22][CH:21]=1)#[N:20]. (7) Given the reactants Cl[C:2]1[C:3]2[N:11]=[C:10]([C:12]3[CH:17]=[CH:16][C:15]([F:18])=[CH:14][CH:13]=3)[CH:9]=[CH:8][C:4]=2[N:5]=[CH:6][N:7]=1.[CH2:19]1[O:28][C:27]2[CH:26]=[CH:25][C:23]([NH2:24])=[CH:22][C:21]=2[O:20]1.O1CCN(C2C3N=C(C4C=CC(F)=CC=4)C=CC=3N=CN=2)CC1, predict the reaction product. The product is: [CH2:19]1[O:28][C:27]2[CH:26]=[CH:25][C:23]([NH:24][C:2]3[C:3]4[N:11]=[C:10]([C:12]5[CH:17]=[CH:16][C:15]([F:18])=[CH:14][CH:13]=5)[CH:9]=[CH:8][C:4]=4[N:5]=[CH:6][N:7]=3)=[CH:22][C:21]=2[O:20]1.